This data is from Forward reaction prediction with 1.9M reactions from USPTO patents (1976-2016). The task is: Predict the product of the given reaction. (1) The product is: [C:1]([O:18][C:17]([C:9]12[CH2:15][CH:13]3[CH2:12][CH:11]([CH2:16][C:7]([OH:6])([CH2:14]3)[CH2:8]1)[CH2:10]2)([CH3:19])[CH:20]([CH3:22])[CH3:21])(=[O:4])[CH:2]=[CH2:3]. Given the reactants [C:1](Cl)(=[O:4])[CH:2]=[CH2:3].[OH:6][C:7]12[CH2:16][CH:11]3[CH2:12][CH:13]([CH2:15][C:9]([C:17]([CH:20]([CH3:22])[CH3:21])([CH3:19])[OH:18])([CH2:10]3)[CH2:8]1)[CH2:14]2.C(N(CC)CC)C.O1CCCC1, predict the reaction product. (2) Given the reactants [NH:1]1[C:9]2[C:4](=[CH:5][CH:6]=[CH:7][CH:8]=2)[CH:3]=[C:2]1[C:10]([NH2:12])=[O:11].[C:13]([OH:20])(=[O:19])/[CH:14]=[CH:15]\[C:16]([OH:18])=[O:17], predict the reaction product. The product is: [C:13]([OH:20])(=[O:19])/[CH:14]=[CH:15]\[C:16]([OH:18])=[O:17].[C:13]([OH:20])(=[O:19])/[CH:14]=[CH:15]\[C:16]([OH:18])=[O:17].[NH:1]1[C:9]2[C:4](=[CH:5][CH:6]=[CH:7][CH:8]=2)[CH:3]=[C:2]1[C:10]([NH2:12])=[O:11]. (3) Given the reactants CC(OO)=O.[S:6]1[C:10]([C:11]2[C:12]([O:21][CH3:22])=[CH:13][C:14]([O:19][CH3:20])=[C:15]([CH:18]=2)[CH:16]=O)=[CH:9][C:8]2[CH:23]=[CH:24][CH:25]=[CH:26][C:7]1=2.[C:27]([C:30]1[CH:38]=[CH:37][C:33]([C:34]([OH:36])=[O:35])=[CH:32][CH:31]=1)(=[O:29])[CH3:28].C[O-].[Li+].Cl, predict the reaction product. The product is: [S:6]1[C:10]([C:11]2[C:12]([O:21][CH3:22])=[CH:13][C:14]([O:19][CH3:20])=[C:15](/[CH:16]=[CH:28]/[C:27]([C:30]3[CH:38]=[CH:37][C:33]([C:34]([OH:36])=[O:35])=[CH:32][CH:31]=3)=[O:29])[CH:18]=2)=[CH:9][C:8]2[CH:23]=[CH:24][CH:25]=[CH:26][C:7]1=2.